This data is from NCI-60 drug combinations with 297,098 pairs across 59 cell lines. The task is: Regression. Given two drug SMILES strings and cell line genomic features, predict the synergy score measuring deviation from expected non-interaction effect. (1) Drug 1: C1=NC2=C(N=C(N=C2N1C3C(C(C(O3)CO)O)F)Cl)N. Drug 2: CC=C1C(=O)NC(C(=O)OC2CC(=O)NC(C(=O)NC(CSSCCC=C2)C(=O)N1)C(C)C)C(C)C. Cell line: HCT-15. Synergy scores: CSS=4.67, Synergy_ZIP=-2.70, Synergy_Bliss=-1.37, Synergy_Loewe=-4.73, Synergy_HSA=-3.41. (2) Drug 1: CCCCC(=O)OCC(=O)C1(CC(C2=C(C1)C(=C3C(=C2O)C(=O)C4=C(C3=O)C=CC=C4OC)O)OC5CC(C(C(O5)C)O)NC(=O)C(F)(F)F)O. Drug 2: CCCCCOC(=O)NC1=NC(=O)N(C=C1F)C2C(C(C(O2)C)O)O. Cell line: DU-145. Synergy scores: CSS=35.3, Synergy_ZIP=1.33, Synergy_Bliss=1.65, Synergy_Loewe=-27.2, Synergy_HSA=-0.309. (3) Drug 1: CC1C(C(CC(O1)OC2CC(OC(C2O)C)OC3=CC4=CC5=C(C(=O)C(C(C5)C(C(=O)C(C(C)O)O)OC)OC6CC(C(C(O6)C)O)OC7CC(C(C(O7)C)O)OC8CC(C(C(O8)C)O)(C)O)C(=C4C(=C3C)O)O)O)O. Drug 2: C(CN)CNCCSP(=O)(O)O. Cell line: U251. Synergy scores: CSS=2.75, Synergy_ZIP=-10.2, Synergy_Bliss=-22.7, Synergy_Loewe=-52.2, Synergy_HSA=-25.7.